This data is from Forward reaction prediction with 1.9M reactions from USPTO patents (1976-2016). The task is: Predict the product of the given reaction. Given the reactants [CH3:1][O:2][C:3]([C:5]1[CH:6]=[CH:7][CH:8]=[C:9]2[C:14]=1[NH:13][C:12](=[O:15])[C:11]([CH3:17])([CH3:16])[NH:10]2)=[O:4].CN(C)C=O.[Br:23]N1C(=O)CCC1=O.C(OCC)(=O)C, predict the reaction product. The product is: [Br:23][C:6]1[C:5]([C:3]([O:2][CH3:1])=[O:4])=[C:14]2[C:9]([NH:10][C:11]([CH3:17])([CH3:16])[C:12](=[O:15])[NH:13]2)=[CH:8][CH:7]=1.